From a dataset of NCI-60 drug combinations with 297,098 pairs across 59 cell lines. Regression. Given two drug SMILES strings and cell line genomic features, predict the synergy score measuring deviation from expected non-interaction effect. (1) Drug 1: CC1=C(N=C(N=C1N)C(CC(=O)N)NCC(C(=O)N)N)C(=O)NC(C(C2=CN=CN2)OC3C(C(C(C(O3)CO)O)O)OC4C(C(C(C(O4)CO)O)OC(=O)N)O)C(=O)NC(C)C(C(C)C(=O)NC(C(C)O)C(=O)NCCC5=NC(=CS5)C6=NC(=CS6)C(=O)NCCC[S+](C)C)O. Drug 2: COCCOC1=C(C=C2C(=C1)C(=NC=N2)NC3=CC=CC(=C3)C#C)OCCOC.Cl. Cell line: HCT116. Synergy scores: CSS=53.3, Synergy_ZIP=5.40, Synergy_Bliss=5.01, Synergy_Loewe=-12.1, Synergy_HSA=5.78. (2) Drug 1: C#CCC(CC1=CN=C2C(=N1)C(=NC(=N2)N)N)C3=CC=C(C=C3)C(=O)NC(CCC(=O)O)C(=O)O. Drug 2: CC12CCC3C(C1CCC2OP(=O)(O)O)CCC4=C3C=CC(=C4)OC(=O)N(CCCl)CCCl.[Na+]. Cell line: MDA-MB-231. Synergy scores: CSS=1.02, Synergy_ZIP=2.46, Synergy_Bliss=5.86, Synergy_Loewe=2.98, Synergy_HSA=2.84. (3) Drug 1: CC1=C(C=C(C=C1)NC(=O)C2=CC=C(C=C2)CN3CCN(CC3)C)NC4=NC=CC(=N4)C5=CN=CC=C5. Drug 2: CC1=C(C(=O)C2=C(C1=O)N3CC4C(C3(C2COC(=O)N)OC)N4)N. Cell line: HT29. Synergy scores: CSS=27.5, Synergy_ZIP=-2.94, Synergy_Bliss=-3.26, Synergy_Loewe=-32.2, Synergy_HSA=-4.72. (4) Drug 1: CCN(CC)CCCC(C)NC1=C2C=C(C=CC2=NC3=C1C=CC(=C3)Cl)OC. Drug 2: C1CNP(=O)(OC1)N(CCCl)CCCl. Cell line: HCT116. Synergy scores: CSS=19.1, Synergy_ZIP=4.26, Synergy_Bliss=1.05, Synergy_Loewe=-40.3, Synergy_HSA=-1.62. (5) Drug 1: C1=CC(=CC=C1CCC2=CNC3=C2C(=O)NC(=N3)N)C(=O)NC(CCC(=O)O)C(=O)O. Drug 2: C1=NC(=NC(=O)N1C2C(C(C(O2)CO)O)O)N. Cell line: SNB-75. Synergy scores: CSS=23.2, Synergy_ZIP=1.76, Synergy_Bliss=1.15, Synergy_Loewe=-7.12, Synergy_HSA=-0.349. (6) Drug 1: CC1=C(C(CCC1)(C)C)C=CC(=CC=CC(=CC(=O)O)C)C. Drug 2: CCCCCOC(=O)NC1=NC(=O)N(C=C1F)C2C(C(C(O2)C)O)O. Cell line: SF-268. Synergy scores: CSS=-4.46, Synergy_ZIP=5.43, Synergy_Bliss=-3.68, Synergy_Loewe=-6.93, Synergy_HSA=-6.62. (7) Drug 1: C1=CC(=CC=C1CCC2=CNC3=C2C(=O)NC(=N3)N)C(=O)NC(CCC(=O)O)C(=O)O. Drug 2: C1=CC(=C2C(=C1NCCNCCO)C(=O)C3=C(C=CC(=C3C2=O)O)O)NCCNCCO. Cell line: LOX IMVI. Synergy scores: CSS=56.5, Synergy_ZIP=-5.28, Synergy_Bliss=-6.52, Synergy_Loewe=-1.81, Synergy_HSA=0.317.